From a dataset of Full USPTO retrosynthesis dataset with 1.9M reactions from patents (1976-2016). Predict the reactants needed to synthesize the given product. (1) The reactants are: [ClH:1].[NH2:2][C:3]1[N:7]([C:8]2[CH:13]=[CH:12][C:11]([CH:14]([CH3:16])[CH3:15])=[CH:10][CH:9]=2)[N:6]=[CH:5][C:4]=1[N:17]=O.[H][H]. Given the product [ClH:1].[ClH:1].[NH2:17][C:4]1[CH:5]=[N:6][N:7]([C:8]2[CH:13]=[CH:12][C:11]([CH:14]([CH3:16])[CH3:15])=[CH:10][CH:9]=2)[C:3]=1[NH2:2], predict the reactants needed to synthesize it. (2) Given the product [N:13]1[CH:18]=[CH:17][CH:16]=[CH:15][C:14]=1[CH:19]([CH3:1])[C:20]([O:22][CH2:23][CH3:24])=[O:21], predict the reactants needed to synthesize it. The reactants are: [CH2:1]([Li])CCC.C(NC(C)C)(C)C.[N:13]1[CH:18]=[CH:17][CH:16]=[CH:15][C:14]=1[CH2:19][C:20]([O:22][CH2:23][CH3:24])=[O:21].IC. (3) Given the product [CH3:1][C:2]1[S:6][C:5]([S:7]([NH:20][C:14]2[C:13]([O:12][CH3:11])=[N:18][C:17]([CH3:19])=[CH:16][N:15]=2)(=[O:9])=[O:8])=[CH:4][CH:3]=1, predict the reactants needed to synthesize it. The reactants are: [CH3:1][C:2]1[S:6][C:5]([S:7](Cl)(=[O:9])=[O:8])=[CH:4][CH:3]=1.[CH3:11][O:12][C:13]1[C:14]([NH2:20])=[N:15][CH:16]=[C:17]([CH3:19])[N:18]=1.